This data is from Experimentally validated miRNA-target interactions with 360,000+ pairs, plus equal number of negative samples. The task is: Binary Classification. Given a miRNA mature sequence and a target amino acid sequence, predict their likelihood of interaction. (1) The miRNA is mmu-miR-1192 with sequence AAACAAACAAACAGACCAAAUU. The protein sequence of the target gene is MTDQENNNNISSNPFAALFGSLADAKQFAAIQKEQLKQQSDELPASPDDSDNSVSESLDEFDYSVSEISRSFRTHQEMCEQLNINHMIQRIFLITLDNSDPSLKSGNGIPSRCVYLEEMAVELEDQDWLDMSNVEQAIFARLLLQDPGNHLISMTSSTTLNLSADRDAGERHIFCYLYSCFQRAKEEITKVPENLLPFAVQCRNLTVSNTRTVLLTPEIYVDQNIHEQLVDLMLEAIQGAHFEDVTEFLEEVIEALLLDEEVRTFPEVMIPVFDILLSRIKDLELCQILLYAYLDILLYF.... Result: 1 (interaction). (2) The miRNA is hsa-miR-5697 with sequence UCAAGUAGUUUCAUGAUAAAGG. The protein sequence of the target gene is MAPDLASQRHSESFPSVNSRPNVILPGREGRREGLPPGGGTRGSLVPTRPVPPSPAPLGTSPYSWSRSGPGRGGGAGSSRVPRGVPGPAVCAPGSLLHHASPTQTMAAADGSLFDNPRTFSRRPPAQASRQAKATKRKYQASSEAPPAKRRNETSFLPAKKTSVKETQRTFKGNAQKMFSPKKHSVSTSDRNQEERQCIKTSSLFKNNPDIPELHRPVVKQVQEKVFTSAAFHELGLHPHLISTINTVLKMSSMTSVQKQSIPVLLEGRDALVRSQTGSGKTLAYCIPVVQSLQAMESKI.... Result: 0 (no interaction). (3) The miRNA is mmu-miR-466i-3p with sequence AUACACACACACAUACACACUA. The protein sequence of the target gene is MSNGYRTLSQHLNDLKKENFSLKLRIYFLEERMQQKYEVSREDVYKRNIELKVEVESLKRELQDRKQHLDKTWADAEDLNSQNEAELRRQVEERQQETEHVYELLGNKIQLLQEEPRLAKNEATEMETLVEAEKRCNLELSERWTNAAKNREDAAGDQEKPDQYSEALAQRDRRIEELRQSLAAQEGLVEQLSQEKRQLLHLLEEPASMEVQPVPKGLPTQQKPDLHETPTTQPPVSESHLAELQDKIQQTEATNKILQEKLNDLSCELKSAQESSQKQDTTIQSLKEMLKSRESETEEL.... Result: 1 (interaction).